Dataset: Full USPTO retrosynthesis dataset with 1.9M reactions from patents (1976-2016). Task: Predict the reactants needed to synthesize the given product. Given the product [Cl:1][CH2:2][C:3]1[C:4]([CH3:11])=[C:5]([C:6]([CH3:10])=[CH:7][C:8]=1[CH3:9])[CH:12]=[O:13], predict the reactants needed to synthesize it. The reactants are: [Cl:1][CH2:2][C:3]1[C:8]([CH3:9])=[CH:7][C:6]([CH3:10])=[CH:5][C:4]=1[CH3:11].[CH3:12][O:13]C(Cl)Cl.O.